This data is from Forward reaction prediction with 1.9M reactions from USPTO patents (1976-2016). The task is: Predict the product of the given reaction. (1) Given the reactants [C:1]([OH:5])(=O)[CH2:2]O.[N+:6]([C:9]1[CH:14]=[CH:13][C:12]([NH2:15])=[C:11]([NH2:16])[CH:10]=1)([O-:8])=[O:7].[OH-].[Na+], predict the reaction product. The product is: [N+:6]([C:9]1[CH:14]=[CH:13][C:12]2[NH:15][C:2]([CH2:1][OH:5])=[N:16][C:11]=2[CH:10]=1)([O-:8])=[O:7]. (2) Given the reactants [CH2:1]([O:8][C:9]1[CH:16]=[C:15]([O:17][CH3:18])[C:14]([Br:19])=[CH:13][C:10]=1C=O)[C:2]1[CH:7]=[CH:6][CH:5]=[CH:4][CH:3]=1.C1C=C(Cl)C=C(C(OO)=[O:28])C=1.CCCCCC.C(OCC)(=O)C, predict the reaction product. The product is: [CH2:1]([O:8][C:9]1[CH:16]=[C:15]([O:17][CH3:18])[C:14]([Br:19])=[CH:13][C:10]=1[OH:28])[C:2]1[CH:7]=[CH:6][CH:5]=[CH:4][CH:3]=1. (3) The product is: [Cl:23][C:24]1[CH:32]=[CH:31][CH:30]=[C:29]([Cl:33])[C:25]=1[C:26]([NH:2][C@H:3]([C:12]([O:14][CH3:15])=[O:13])[CH2:4][C:5]1[CH:6]=[CH:7][C:8]([OH:11])=[CH:9][CH:10]=1)=[O:27]. Given the reactants Cl.[NH2:2][C@H:3]([C:12]([O:14][CH3:15])=[O:13])[CH2:4][C:5]1[CH:10]=[CH:9][C:8]([OH:11])=[CH:7][CH:6]=1.C(N(CC)CC)C.[Cl:23][C:24]1[CH:32]=[CH:31][CH:30]=[C:29]([Cl:33])[C:25]=1[C:26](Cl)=[O:27], predict the reaction product. (4) Given the reactants [Cl:1][C:2]1[CH:7]=[CH:6][C:5]([NH:8]C(=O)OC(C)(C)C)=[C:4]([CH:16]([OH:27])[C:17]2[C:26]3[C:21](=[CH:22][CH:23]=[CH:24][CH:25]=3)[CH:20]=[CH:19][CH:18]=2)[CH:3]=1.Cl.[OH-].[Na+], predict the reaction product. The product is: [NH2:8][C:5]1[CH:6]=[CH:7][C:2]([Cl:1])=[CH:3][C:4]=1[CH:16]([C:17]1[C:26]2[C:21](=[CH:22][CH:23]=[CH:24][CH:25]=2)[CH:20]=[CH:19][CH:18]=1)[OH:27]. (5) Given the reactants BrC1C=C(C=C(C(C2C=CC=C(OC(F)F)C=2)(C)C)C=1)N.[Cl:22][C:23]1[CH:24]=[C:25]([C:32]([N:35]2[CH2:40][CH2:39][CH2:38][CH2:37][CH2:36]2)([CH3:34])[CH3:33])[CH:26]=[C:27]([N+:29]([O-])=O)[CH:28]=1, predict the reaction product. The product is: [Cl:22][C:23]1[CH:28]=[C:27]([CH:26]=[C:25]([C:32]([N:35]2[CH2:40][CH2:39][CH2:38][CH2:37][CH2:36]2)([CH3:34])[CH3:33])[CH:24]=1)[NH2:29].